Task: Regression. Given two drug SMILES strings and cell line genomic features, predict the synergy score measuring deviation from expected non-interaction effect.. Dataset: NCI-60 drug combinations with 297,098 pairs across 59 cell lines (1) Drug 1: C1=CN(C=N1)CC(O)(P(=O)(O)O)P(=O)(O)O. Drug 2: CC1=C(N=C(N=C1N)C(CC(=O)N)NCC(C(=O)N)N)C(=O)NC(C(C2=CN=CN2)OC3C(C(C(C(O3)CO)O)O)OC4C(C(C(C(O4)CO)O)OC(=O)N)O)C(=O)NC(C)C(C(C)C(=O)NC(C(C)O)C(=O)NCCC5=NC(=CS5)C6=NC(=CS6)C(=O)NCCC[S+](C)C)O. Cell line: NCI/ADR-RES. Synergy scores: CSS=33.6, Synergy_ZIP=-2.71, Synergy_Bliss=-4.02, Synergy_Loewe=-16.2, Synergy_HSA=-1.68. (2) Drug 1: CN1C(=O)N2C=NC(=C2N=N1)C(=O)N. Drug 2: C1CCC(C(C1)N)N.C(=O)(C(=O)[O-])[O-].[Pt+4]. Cell line: OVCAR-5. Synergy scores: CSS=32.0, Synergy_ZIP=-8.14, Synergy_Bliss=-1.24, Synergy_Loewe=-18.9, Synergy_HSA=0.714. (3) Drug 1: C1CCN(CC1)CCOC2=CC=C(C=C2)C(=O)C3=C(SC4=C3C=CC(=C4)O)C5=CC=C(C=C5)O. Drug 2: CC1=C(N=C(N=C1N)C(CC(=O)N)NCC(C(=O)N)N)C(=O)NC(C(C2=CN=CN2)OC3C(C(C(C(O3)CO)O)O)OC4C(C(C(C(O4)CO)O)OC(=O)N)O)C(=O)NC(C)C(C(C)C(=O)NC(C(C)O)C(=O)NCCC5=NC(=CS5)C6=NC(=CS6)C(=O)NCCC[S+](C)C)O. Cell line: NCI-H522. Synergy scores: CSS=1.22, Synergy_ZIP=0.797, Synergy_Bliss=3.56, Synergy_Loewe=-35.2, Synergy_HSA=-0.565. (4) Drug 1: C1=NC(=NC(=O)N1C2C(C(C(O2)CO)O)O)N. Drug 2: CC1CCC2CC(C(=CC=CC=CC(CC(C(=O)C(C(C(=CC(C(=O)CC(OC(=O)C3CCCCN3C(=O)C(=O)C1(O2)O)C(C)CC4CCC(C(C4)OC)OCCO)C)C)O)OC)C)C)C)OC. Cell line: A498. Synergy scores: CSS=8.96, Synergy_ZIP=-0.613, Synergy_Bliss=5.67, Synergy_Loewe=2.85, Synergy_HSA=3.24.